Dataset: Forward reaction prediction with 1.9M reactions from USPTO patents (1976-2016). Task: Predict the product of the given reaction. (1) Given the reactants [C:1](=O)([O-])[O-:2].[Na+].[Na+].Cl.F[C:9]1[CH:14]=[CH:13][C:12]([C:15]2[CH:16]=[CH:17][C:18]3[C:22]([C:23]4[CH:24]=[N:25][CH:26]=[CH:27][CH:28]=4)=[CH:21][S:20][C:19]=3[CH:29]=2)=[CH:11][CH:10]=1.COC1C=C(B(O)O)C=CC=1, predict the reaction product. The product is: [CH3:1][O:2][C:10]1[CH:11]=[C:12]([C:15]2[CH:16]=[CH:17][C:18]3[C:22]([C:23]4[CH:24]=[N:25][CH:26]=[CH:27][CH:28]=4)=[CH:21][S:20][C:19]=3[CH:29]=2)[CH:13]=[CH:14][CH:9]=1. (2) Given the reactants [C:1]([N:8]1[CH2:13][CH2:12][CH2:11][CH2:10][C:9]1=O)([O:3][C:4]([CH3:7])([CH3:6])[CH3:5])=[O:2].[CH3:15][O:16][C:17]1[CH:23]=[CH:22][C:20]([NH2:21])=[CH:19][CH:18]=1.S([O-])([O-])(=O)=O.[Na+].[Na+].C(O[BH-](OC(=O)C)OC(=O)C)(=O)C.[Na+], predict the reaction product. The product is: [CH3:15][O:16][C:17]1[CH:23]=[CH:22][C:20]([NH:21][CH:11]2[CH2:12][CH2:13][N:8]([C:1]([O:3][C:4]([CH3:7])([CH3:6])[CH3:5])=[O:2])[CH2:9][CH2:10]2)=[CH:19][CH:18]=1. (3) Given the reactants C([O:3][CH2:4][CH2:5][O:6][NH:7][C:8]([C:10]1[CH:18]=[CH:17][C:13]2[CH:14]=[N:15][S:16][C:12]=2[C:11]=1[NH:19][C:20]1[CH:25]=[CH:24][C:23]([Br:26])=[CH:22][C:21]=1[F:27])=[O:9])=C.Cl, predict the reaction product. The product is: [OH:3][CH2:4][CH2:5][O:6][NH:7][C:8]([C:10]1[CH:18]=[CH:17][C:13]2[CH:14]=[N:15][S:16][C:12]=2[C:11]=1[NH:19][C:20]1[CH:25]=[CH:24][C:23]([Br:26])=[CH:22][C:21]=1[F:27])=[O:9]. (4) The product is: [F:26][CH2:27][CH2:28][NH:29][C:21]([C:19]1[CH:18]=[CH:17][C:13]2[N:14]([CH2:15][CH3:16])[C:10]([NH:9][C:7]3[S:8][C:4]4[CH:3]=[C:2]([Cl:1])[CH:25]=[CH:24][C:5]=4[N:6]=3)=[N:11][C:12]=2[CH:20]=1)=[O:22]. Given the reactants [Cl:1][C:2]1[CH:25]=[CH:24][C:5]2[N:6]=[C:7]([NH:9][C:10]3[N:14]([CH2:15][CH3:16])[C:13]4[CH:17]=[CH:18][C:19]([C:21](O)=[O:22])=[CH:20][C:12]=4[N:11]=3)[S:8][C:4]=2[CH:3]=1.[F:26][CH2:27][CH2:28][NH2:29].CN(C(ON1N=NC2C=CC=CC1=2)=[N+](C)C)C.F[P-](F)(F)(F)(F)F.CCN(C(C)C)C(C)C, predict the reaction product. (5) Given the reactants C1(C(N2C3C(=CC(S(N)(=O)=O)=CC=3)CC2)=O)CCCCC1.[NH:22]1[C:30]2[C:25](=[CH:26][C:27]([S:31]([NH2:34])(=[O:33])=[O:32])=[CH:28][CH:29]=2)[CH2:24][CH2:23]1.[Cl:35][C:36]1[CH:37]=[C:38]([CH:42]=[CH:43][C:44]=1[Cl:45])[C:39](Cl)=[O:40], predict the reaction product. The product is: [Cl:35][C:36]1[CH:37]=[C:38]([CH:42]=[CH:43][C:44]=1[Cl:45])[C:39]([N:22]1[C:30]2[C:25](=[CH:26][C:27]([S:31]([NH2:34])(=[O:32])=[O:33])=[CH:28][CH:29]=2)[CH2:24][CH2:23]1)=[O:40].